This data is from Peptide-MHC class II binding affinity with 134,281 pairs from IEDB. The task is: Regression. Given a peptide amino acid sequence and an MHC pseudo amino acid sequence, predict their binding affinity value. This is MHC class II binding data. The peptide sequence is NLLANVYHQINHLKT. The MHC is DRB1_0404 with pseudo-sequence DRB1_0404. The binding affinity (normalized) is 0.328.